This data is from NCI-60 drug combinations with 297,098 pairs across 59 cell lines. The task is: Regression. Given two drug SMILES strings and cell line genomic features, predict the synergy score measuring deviation from expected non-interaction effect. (1) Synergy scores: CSS=5.21, Synergy_ZIP=1.85, Synergy_Bliss=3.29, Synergy_Loewe=3.71, Synergy_HSA=3.58. Drug 2: CCCS(=O)(=O)NC1=C(C(=C(C=C1)F)C(=O)C2=CNC3=C2C=C(C=N3)C4=CC=C(C=C4)Cl)F. Drug 1: CN(C)C1=NC(=NC(=N1)N(C)C)N(C)C. Cell line: SF-295. (2) Drug 1: CC1=C2C(C(=O)C3(C(CC4C(C3C(C(C2(C)C)(CC1OC(=O)C(C(C5=CC=CC=C5)NC(=O)C6=CC=CC=C6)O)O)OC(=O)C7=CC=CC=C7)(CO4)OC(=O)C)O)C)OC(=O)C. Drug 2: CCCCC(=O)OCC(=O)C1(CC(C2=C(C1)C(=C3C(=C2O)C(=O)C4=C(C3=O)C=CC=C4OC)O)OC5CC(C(C(O5)C)O)NC(=O)C(F)(F)F)O. Cell line: NCI-H226. Synergy scores: CSS=26.2, Synergy_ZIP=1.16, Synergy_Bliss=3.17, Synergy_Loewe=-3.70, Synergy_HSA=-4.71. (3) Drug 1: C1=CC=C(C(=C1)C(C2=CC=C(C=C2)Cl)C(Cl)Cl)Cl. Drug 2: CC1=C(C(=O)C2=C(C1=O)N3CC4C(C3(C2COC(=O)N)OC)N4)N. Cell line: OVCAR-8. Synergy scores: CSS=23.9, Synergy_ZIP=2.33, Synergy_Bliss=-0.120, Synergy_Loewe=-0.448, Synergy_HSA=1.78. (4) Drug 1: CCC1(CC2CC(C3=C(CCN(C2)C1)C4=CC=CC=C4N3)(C5=C(C=C6C(=C5)C78CCN9C7C(C=CC9)(C(C(C8N6C)(C(=O)OC)O)OC(=O)C)CC)OC)C(=O)OC)O.OS(=O)(=O)O. Drug 2: C1CN(CCN1C(=O)CCBr)C(=O)CCBr. Cell line: NCI-H460. Synergy scores: CSS=36.2, Synergy_ZIP=-1.39, Synergy_Bliss=-2.38, Synergy_Loewe=-4.13, Synergy_HSA=-4.08. (5) Drug 1: C1=NC2=C(N=C(N=C2N1C3C(C(C(O3)CO)O)F)Cl)N. Drug 2: CS(=O)(=O)OCCCCOS(=O)(=O)C. Cell line: PC-3. Synergy scores: CSS=-2.53, Synergy_ZIP=1.01, Synergy_Bliss=0.187, Synergy_Loewe=-5.91, Synergy_HSA=-5.90. (6) Drug 1: CCC1=CC2CC(C3=C(CN(C2)C1)C4=CC=CC=C4N3)(C5=C(C=C6C(=C5)C78CCN9C7C(C=CC9)(C(C(C8N6C)(C(=O)OC)O)OC(=O)C)CC)OC)C(=O)OC.C(C(C(=O)O)O)(C(=O)O)O. Drug 2: CCC1=C2CN3C(=CC4=C(C3=O)COC(=O)C4(CC)O)C2=NC5=C1C=C(C=C5)O. Cell line: SR. Synergy scores: CSS=83.3, Synergy_ZIP=-0.630, Synergy_Bliss=-0.841, Synergy_Loewe=-1.88, Synergy_HSA=1.47. (7) Synergy scores: CSS=48.9, Synergy_ZIP=4.37, Synergy_Bliss=3.50, Synergy_Loewe=-30.9, Synergy_HSA=4.42. Drug 2: CC1=C(C=C(C=C1)NC(=O)C2=CC=C(C=C2)CN3CCN(CC3)C)NC4=NC=CC(=N4)C5=CN=CC=C5. Drug 1: CC1=C2C(C(=O)C3(C(CC4C(C3C(C(C2(C)C)(CC1OC(=O)C(C(C5=CC=CC=C5)NC(=O)OC(C)(C)C)O)O)OC(=O)C6=CC=CC=C6)(CO4)OC(=O)C)OC)C)OC. Cell line: U251.